Dataset: Full USPTO retrosynthesis dataset with 1.9M reactions from patents (1976-2016). Task: Predict the reactants needed to synthesize the given product. (1) The reactants are: [F:1][C:2]1[C:3]([NH:16][C@@H:17]2[CH2:22][CH2:21][CH2:20][NH:19][CH2:18]2)=[N:4][C:5]([NH:8][C:9]2[C:10](=[O:15])[NH:11][CH:12]=[CH:13][CH:14]=2)=[N:6][CH:7]=1.Br[C:24]1[NH:28][CH:27]=[N:26][N:25]=1.C(OCC)C. Given the product [N:25]1[N:26]=[C:27]([N:19]2[CH2:20][CH2:21][CH2:22][C@@H:17]([NH:16][C:3]3[C:2]([F:1])=[CH:7][N:6]=[C:5]([NH:8][C:9]4[C:10](=[O:15])[NH:11][CH:12]=[CH:13][CH:14]=4)[N:4]=3)[CH2:18]2)[NH:28][CH:24]=1, predict the reactants needed to synthesize it. (2) Given the product [CH3:35][O:34][CH2:33][CH2:32][NH:11][C:12]1[CH:13]=[CH:14][C:15]([O:18][C:19]2[CH:24]=[CH:23][C:22]([CH2:25][CH2:26][C:27]([O:29][CH2:30][CH3:31])=[O:28])=[CH:21][CH:20]=2)=[N:16][CH:17]=1, predict the reactants needed to synthesize it. The reactants are: C(OC([N:11]([CH2:32][CH2:33][O:34][CH3:35])[C:12]1[CH:13]=[CH:14][C:15]([O:18][C:19]2[CH:24]=[CH:23][C:22]([CH2:25][CH2:26][C:27]([O:29][CH2:30][CH3:31])=[O:28])=[CH:21][CH:20]=2)=[N:16][CH:17]=1)=O)C1C=CC=CC=1. (3) Given the product [Cl:7][C:8]1[CH:13]=[C:12]([F:14])[CH:11]=[C:10]([Cl:15])[C:9]=1[O:16][CH2:18][CH2:19][C:20]([F:23])([F:22])[F:21], predict the reactants needed to synthesize it. The reactants are: C(=O)([O-])[O-].[Cs+].[Cs+].[Cl:7][C:8]1[CH:13]=[C:12]([F:14])[CH:11]=[C:10]([Cl:15])[C:9]=1[OH:16].Br[CH2:18][CH2:19][C:20]([F:23])([F:22])[F:21].CCOCC. (4) Given the product [CH2:37]([N:39]1[CH:44]=[CH:43][C:42]([C:17]2[CH:16]=[CH:15][C:14]([C@@H:11]([N:7]3[CH2:6][CH2:5][C@:4]([CH2:3][C:2]([OH:1])([CH3:35])[CH3:36])([C:29]4[CH:34]=[CH:33][CH:32]=[CH:31][CH:30]=4)[O:9][C:8]3=[O:10])[CH3:12])=[CH:19][CH:18]=2)=[CH:41][C:40]1=[O:46])[CH3:38], predict the reactants needed to synthesize it. The reactants are: [OH:1][C:2]([CH3:36])([CH3:35])[CH2:3][C@@:4]1([C:29]2[CH:34]=[CH:33][CH:32]=[CH:31][CH:30]=2)[O:9][C:8](=[O:10])[N:7]([C@H:11]([C:14]2[CH:19]=[CH:18][C:17](B3OC(C)(C)C(C)(C)O3)=[CH:16][CH:15]=2)[CH2:12]C)[CH2:6][CH2:5]1.[CH2:37]([N:39]1[CH:44]=[CH:43][C:42](I)=[CH:41][C:40]1=[O:46])[CH3:38].